Dataset: Full USPTO retrosynthesis dataset with 1.9M reactions from patents (1976-2016). Task: Predict the reactants needed to synthesize the given product. (1) Given the product [Cl:1][C:2]1[CH:7]=[CH:6][CH:5]=[CH:4][C:3]=1[C:8]1[C:9]([CH2:23][C:24]([NH:35][C:33](=[NH:34])[N:28]2[CH:32]=[CH:31][CH:30]=[N:29]2)=[O:26])=[C:10]([C:13]2[CH:14]=[CH:15][C:16]([O:19][CH2:20][CH2:21][CH3:22])=[CH:17][CH:18]=2)[S:11][CH:12]=1, predict the reactants needed to synthesize it. The reactants are: [Cl:1][C:2]1[CH:7]=[CH:6][CH:5]=[CH:4][C:3]=1[C:8]1[C:9]([CH2:23][C:24]([OH:26])=O)=[C:10]([C:13]2[CH:18]=[CH:17][C:16]([O:19][CH2:20][CH2:21][CH3:22])=[CH:15][CH:14]=2)[S:11][CH:12]=1.Cl.[N:28]1([C:33]([NH2:35])=[NH:34])[CH:32]=[CH:31][CH:30]=[N:29]1.C(N(C(C)C)CC)(C)C. (2) Given the product [CH:9]1([C:2]2[CH:3]=[CH:4][C:5]([NH2:8])=[N:6][CH:7]=2)[CH2:11][CH2:10]1, predict the reactants needed to synthesize it. The reactants are: Br[C:2]1[CH:3]=[CH:4][C:5]([NH2:8])=[N:6][CH:7]=1.[CH:9]1(B(O)O)[CH2:11][CH2:10]1.[O-]P([O-])([O-])=O.[K+].[K+].[K+].